From a dataset of Full USPTO retrosynthesis dataset with 1.9M reactions from patents (1976-2016). Predict the reactants needed to synthesize the given product. (1) Given the product [ClH:24].[ClH:57].[CH:36]1([NH:39][C:40]([C:42]2[C:50]3[CH:49]=[C:48]([C:51]4[C:56]([Cl:57])=[CH:55][N:54]=[C:53]([NH:58][CH2:59][CH2:60][CH2:61][CH:62]5[CH2:63][CH2:64][N:65]([CH2:3][CH3:4])[CH2:66][CH2:67]5)[N:52]=4)[S:47][C:46]=3[CH:45]=[CH:44][CH:43]=2)=[O:41])[CH2:37][CH2:38]1, predict the reactants needed to synthesize it. The reactants are: Cl.Cl.[CH:3]1(NC(C2C3C=C(C4C([Cl:24])=CN=C(NCCC5CCN(CC)CC5)N=4)SC=3C=CC=2)=O)C[CH2:4]1.[CH:36]1([NH:39][C:40]([C:42]2[C:50]3[CH:49]=[C:48]([C:51]4[C:56]([Cl:57])=[CH:55][N:54]=[C:53]([NH:58][CH2:59][CH2:60][CH2:61][CH:62]5[CH2:67][CH2:66][NH:65][CH2:64][CH2:63]5)[N:52]=4)[S:47][C:46]=3[CH:45]=[CH:44][CH:43]=2)=[O:41])[CH2:38][CH2:37]1.ICC. (2) Given the product [C:1]1([CH2:7][O:8][CH2:9][CH2:10][O:11][CH2:12][CH2:13][CH:14]([CH2:15][OH:16])[CH2:20][OH:21])[CH:2]=[CH:3][CH:4]=[CH:5][CH:6]=1, predict the reactants needed to synthesize it. The reactants are: [C:1]1([CH2:7][O:8][CH2:9][CH2:10][O:11][CH2:12][CH2:13][CH:14]([C:20](OCC)=[O:21])[C:15](OCC)=[O:16])[CH:6]=[CH:5][CH:4]=[CH:3][CH:2]=1.[H-].[H-].[H-].[H-].[Li+].[Al+3].O.[OH-].[Na+]. (3) Given the product [Cl:8][C:9]1[C:18]([N+:19]([O-:21])=[O:20])=[C:17]([NH:23][CH2:24][CH2:25][CH2:26][CH2:27][OH:28])[C:16]2[C:11](=[CH:12][CH:13]=[CH:14][CH:15]=2)[N:10]=1, predict the reactants needed to synthesize it. The reactants are: C(N(CC)CC)C.[Cl:8][C:9]1[C:18]([N+:19]([O-:21])=[O:20])=[C:17](Cl)[C:16]2[C:11](=[CH:12][CH:13]=[CH:14][CH:15]=2)[N:10]=1.[NH2:23][CH2:24][CH2:25][CH2:26][CH2:27][OH:28]. (4) The reactants are: C([N-]C(C)C)(C)C.[Li+].[Br:9][C:10]1[CH:15]=[C:14]([F:16])[CH:13]=[C:12]([F:17])[CH:11]=1.[CH:18](N1CCCCC1)=[O:19].Cl. Given the product [Br:9][C:10]1[CH:15]=[C:14]([F:16])[C:13]([CH:18]=[O:19])=[C:12]([F:17])[CH:11]=1, predict the reactants needed to synthesize it. (5) Given the product [Cl:1][C:2]1[N:7]=[C:6](/[C:8](=[CH:20]\[N:21]([CH3:23])[CH3:22])/[C:9]([C:11]2[CH:16]=[CH:15][C:14]([F:17])=[CH:13][CH:12]=2)=[O:10])[CH:5]=[CH:4][N:3]=1, predict the reactants needed to synthesize it. The reactants are: [Cl:1][C:2]1[N:7]=[C:6]([CH2:8][C:9]([C:11]2[CH:16]=[CH:15][C:14]([F:17])=[CH:13][CH:12]=2)=[O:10])[CH:5]=[CH:4][N:3]=1.CO[CH:20](OC)[N:21]([CH3:23])[CH3:22]. (6) Given the product [CH3:9][C:10]1[N:15]=[C:14]([C:16]([NH2:17])=[O:2])[CH:13]=[C:12]([O:18][CH:19]([CH3:24])[C:20]([F:23])([F:21])[F:22])[CH:11]=1, predict the reactants needed to synthesize it. The reactants are: C(=O)(O)[O-:2].[Na+].Cl.NO.[CH3:9][C:10]1[N:15]=[C:14]([C:16]#[N:17])[CH:13]=[C:12]([O:18][CH:19]([CH3:24])[C:20]([F:23])([F:22])[F:21])[CH:11]=1. (7) Given the product [Cl:20][C:17]1[CH:18]=[CH:19][C:14]([CH:7]([NH:6][C:4]([CH2:3][NH:2][C:28](=[O:29])[C:27]2[CH:31]=[CH:32][C:24]([CH:21]([CH3:22])[CH3:23])=[CH:25][CH:26]=2)=[O:5])[C:8]2[CH:13]=[CH:12][CH:11]=[CH:10][CH:9]=2)=[CH:15][CH:16]=1, predict the reactants needed to synthesize it. The reactants are: Cl.[NH2:2][CH2:3][C:4]([NH:6][CH:7]([C:14]1[CH:19]=[CH:18][C:17]([Cl:20])=[CH:16][CH:15]=1)[C:8]1[CH:13]=[CH:12][CH:11]=[CH:10][CH:9]=1)=[O:5].[CH:21]([C:24]1[CH:32]=[CH:31][C:27]([C:28](O)=[O:29])=[CH:26][CH:25]=1)([CH3:23])[CH3:22].